This data is from Reaction yield outcomes from USPTO patents with 853,638 reactions. The task is: Predict the reaction yield, written as a fraction of the theoretical maximum amount of product (1.0 means a 100% yield; for example, 0.34 means a 34% yield). (1) The reactants are CC([NH:4][C:5]1[S:9][C:8]([S:10]([NH2:13])(=[O:12])=[O:11])=[N:7][N:6]=1)=O.[OH-].[K+]. The catalyst is Cl. The product is [NH2:4][C:5]1[S:9][C:8]([S:10]([NH2:13])(=[O:12])=[O:11])=[N:7][N:6]=1. The yield is 0.700. (2) The reactants are Br[C:2]1[CH:7]=[C:6]([C:8]([CH3:11])([CH3:10])[CH3:9])[CH:5]=[C:4]([C:12]([CH3:15])([CH3:14])[CH3:13])[C:3]=1[OH:16].CCCCCC.C([Li])CCC.[C:28]1([P:34]([C:36]2[CH:41]=[CH:40][CH:39]=[CH:38][CH:37]=2)Cl)[CH:33]=[CH:32][CH:31]=[CH:30][CH:29]=1.[CH3:42][Si:43](Cl)([CH3:45])[CH3:44]. The catalyst is C(OCC)C. The product is [CH3:42][Si:43]([O:16][C:3]1[C:4]([C:12]([CH3:15])([CH3:14])[CH3:13])=[CH:5][C:6]([C:8]([CH3:11])([CH3:10])[CH3:9])=[CH:7][C:2]=1[P:34]([C:36]1[CH:41]=[CH:40][CH:39]=[CH:38][CH:37]=1)[C:28]1[CH:33]=[CH:32][CH:31]=[CH:30][CH:29]=1)([CH3:45])[CH3:44]. The yield is 0.160. (3) The reactants are Cl[C:2]1([O:11][CH3:12])[CH:10]=[CH:9][CH:8]=[CH:7][CH:3]1[C:4]([NH2:6])=O.CO.[ClH:15]. The catalyst is C1COCC1.C1COCC1.CO. The product is [Cl:15][C:8]1[CH:9]=[CH:10][C:2]([O:11][CH3:12])=[C:3]([CH:7]=1)[CH2:4][NH2:6]. The yield is 0.390. (4) The reactants are C([O:8][C:9]1[CH:18]=[C:17]2[C:12]([C:13]([O:19][C:20]3[CH:25]=[CH:24][C:23]([NH:26][C:27]([NH:29][C:30]4[CH:35]=[CH:34][C:33]([C:36]([F:39])([F:38])[F:37])=[CH:32][CH:31]=4)=[O:28])=[CH:22][C:21]=3[F:40])=[CH:14][CH:15]=[N:16]2)=[CH:11][C:10]=1[O:41][CH3:42])C1C=CC=CC=1. The catalyst is C1CCCCC=1.C(O)C.[Pd]. The product is [F:40][C:21]1[CH:22]=[C:23]([NH:26][C:27]([NH:29][C:30]2[CH:35]=[CH:34][C:33]([C:36]([F:39])([F:37])[F:38])=[CH:32][CH:31]=2)=[O:28])[CH:24]=[CH:25][C:20]=1[O:19][C:13]1[C:12]2[C:17](=[CH:18][C:9]([OH:8])=[C:10]([O:41][CH3:42])[CH:11]=2)[N:16]=[CH:15][CH:14]=1. The yield is 0.890. (5) The reactants are [C:1]([O:5][C:6](=[O:25])[NH:7][C:8]1[CH:13]=[CH:12][CH:11]=[C:10]([CH2:14][CH2:15][C:16]2[CH:21]=[C:20]([NH2:22])[CH:19]=[CH:18][C:17]=2[O:23][CH3:24])[CH:9]=1)([CH3:4])([CH3:3])[CH3:2].C(=O)([O-])[O-].[K+].[K+].[Cl:32][C:33]1[N:38]=[C:37](Cl)[C:36]([Cl:40])=[CH:35][N:34]=1. The catalyst is CN(C)C=O. The product is [C:1]([O:5][C:6](=[O:25])[NH:7][C:8]1[CH:13]=[CH:12][CH:11]=[C:10]([CH2:14][CH2:15][C:16]2[CH:21]=[C:20]([NH:22][C:35]3[C:36]([Cl:40])=[CH:37][N:38]=[C:33]([Cl:32])[N:34]=3)[CH:19]=[CH:18][C:17]=2[O:23][CH3:24])[CH:9]=1)([CH3:4])([CH3:3])[CH3:2]. The yield is 0.950. (6) The reactants are [N+:1]([C:4]1[CH:5]=[N:6][C:7]([NH2:10])=[N:8][CH:9]=1)([O-:3])=[O:2].Br[C:12]1[CH:17]=[CH:16][C:15]([S:18]([N:21]2[CH2:26][CH2:25][N:24]([CH3:27])[CH2:23][CH2:22]2)(=[O:20])=[O:19])=[CH:14][CH:13]=1.CC(C)([O-])C.[K+]. The catalyst is O1CCOCC1.CC([O-])=O.CC([O-])=O.[Pd+2].CC1(C)C2C(=C(P(C3C=CC=CC=3)C3C=CC=CC=3)C=CC=2)OC2C(P(C3C=CC=CC=3)C3C=CC=CC=3)=CC=CC1=2. The product is [CH3:27][N:24]1[CH2:25][CH2:26][N:21]([S:18]([C:15]2[CH:14]=[CH:13][C:12]([NH:10][C:7]3[N:8]=[CH:9][C:4]([N+:1]([O-:3])=[O:2])=[CH:5][N:6]=3)=[CH:17][CH:16]=2)(=[O:20])=[O:19])[CH2:22][CH2:23]1. The yield is 0.950. (7) The reactants are [Cl:1][C:2]1[C:10]2[C:5](=[CH:6][C:7]([C:11]([NH:13][CH:14]([C:24]3[CH:29]=[CH:28][C:27]([F:30])=[CH:26][CH:25]=3)[CH2:15][O:16][CH2:17][CH:18]3[CH2:23][CH2:22][NH:21][CH2:20][CH2:19]3)=[O:12])=[CH:8][CH:9]=2)[NH:4][CH:3]=1.[CH3:31][C:32]([CH3:34])=O. The catalyst is C(#N)C. The product is [Cl:1][C:2]1[C:10]2[C:5](=[CH:6][C:7]([C:11]([NH:13][CH:14]([C:24]3[CH:29]=[CH:28][C:27]([F:30])=[CH:26][CH:25]=3)[CH2:15][O:16][CH2:17][CH:18]3[CH2:23][CH2:22][N:21]([CH:32]([CH3:34])[CH3:31])[CH2:20][CH2:19]3)=[O:12])=[CH:8][CH:9]=2)[NH:4][CH:3]=1. The yield is 0.760. (8) The reactants are [C:1]1([CH:7]2[N:21]3[C:22]4[C:14]([C:15]5[C:16](=[O:23])C[CH2:18][CH2:19][C:20]=53)=[CH:13][CH:12]=[CH:11][C:10]=4[O:9][CH2:8]2)[CH:6]=[CH:5][CH:4]=[CH:3][CH:2]=1.FC(F)(F)C(O)=O.[CH2:31]([Cl:33])[Cl:32]. The catalyst is C(OCC)(=O)C.C(#N)C. The product is [Cl:32][C:31]1([Cl:33])[C:16](=[O:23])[C:15]2[C:14]3[C:22]4=[C:10]([O:9][CH2:8][CH:7]([C:1]5[CH:6]=[CH:5][CH:4]=[CH:3][CH:2]=5)[N:21]4[C:20]=2[CH2:19][CH2:18]1)[CH:11]=[CH:12][CH:13]=3. The yield is 0.610.